Dataset: Reaction yield outcomes from USPTO patents with 853,638 reactions. Task: Predict the reaction yield, written as a fraction of the theoretical maximum amount of product (1.0 means a 100% yield; for example, 0.34 means a 34% yield). (1) The catalyst is C(OCC)C.ClCCl. The yield is 1.00. The product is [ClH:1].[ClH:1].[F:2][C:3]1[CH:8]=[CH:7][C:6]([C@:9]23[CH2:17][O:16][CH2:15][C@H:14]2[CH2:13][S:12][C:11]([NH2:18])=[N:10]3)=[CH:5][C:4]=1[C:19]1[CH:20]=[N:21][CH:22]=[N:23][CH:24]=1. The reactants are [ClH:1].[F:2][C:3]1[CH:8]=[CH:7][C:6]([C@:9]23[CH2:17][O:16][CH2:15][C@H:14]2[CH2:13][S:12][C:11]([NH2:18])=[N:10]3)=[CH:5][C:4]=1[C:19]1[CH:20]=[N:21][CH:22]=[N:23][CH:24]=1. (2) The reactants are Br[C:2]1[CH:3]=[C:4]([C:8]2([C:14]3[CH:19]=[CH:18][C:17]([O:20][CH:21]([F:23])[F:22])=[C:16]([CH3:24])[CH:15]=3)[CH2:12][O:11][C:10]([NH2:13])=[N:9]2)[CH:5]=[CH:6][CH:7]=1.[F:25][CH:26]([F:37])[O:27][C:28]1[CH:29]=[C:30](B(O)O)[CH:31]=[CH:32][CH:33]=1.C1(P(C2C=CC=CC=2)C2C=CC=CC=2)C=CC=CC=1.C(=O)([O-])[O-].[Na+].[Na+]. The catalyst is C([O-])(=O)C.[Pd+2].C([O-])(=O)C.COCCOC. The product is [F:25][CH:26]([F:37])[O:27][C:28]1[CH:33]=[C:32]([C:2]2[CH:7]=[CH:6][CH:5]=[C:4]([C:8]3([C:14]4[CH:19]=[CH:18][C:17]([O:20][CH:21]([F:22])[F:23])=[C:16]([CH3:24])[CH:15]=4)[CH2:12][O:11][C:10]([NH2:13])=[N:9]3)[CH:3]=2)[CH:31]=[CH:30][CH:29]=1. The yield is 0.280. (3) The reactants are [F:1][C:2]([F:14])([O:6][C:7]1[CH:8]=[C:9]([CH3:13])[CH:10]=[CH:11][CH:12]=1)[CH:3]([F:5])[F:4].[Br:15]N1C(=O)CCC1=O. The catalyst is C(Cl)(Cl)(Cl)Cl.N(C(C)(C)C#N)=NC(C)(C)C#N. The product is [F:1][C:2]([F:14])([O:6][C:7]1[CH:8]=[C:9]([CH2:13][Br:15])[CH:10]=[CH:11][CH:12]=1)[CH:3]([F:4])[F:5]. The yield is 0.960. (4) The product is [CH3:1][O:2][C:3]([C:5]1[CH:14]=[C:13]([O:15][CH2:16][O:17][CH2:18][CH2:19][Si:20]([CH3:23])([CH3:22])[CH3:21])[C:12]2[C:7](=[C:8]([N:31]3[CH2:32][CH2:33][CH2:34][N:28]([CH3:27])[CH2:29][CH2:30]3)[CH:9]=[C:10]([O:24][CH3:25])[CH:11]=2)[N:6]=1)=[O:4]. The catalyst is C1(C)C=CC=CC=1. The yield is 0.920. The reactants are [CH3:1][O:2][C:3]([C:5]1(Br)[CH:14]=[C:13]([O:15][CH2:16][O:17][CH2:18][CH2:19][Si:20]([CH3:23])([CH3:22])[CH3:21])[C:12]2[C:7](=[CH:8][CH:9]=[C:10]([O:24][CH3:25])[CH:11]=2)[NH:6]1)=[O:4].[CH3:27][N:28]1[CH2:34][CH2:33][CH2:32][NH:31][CH2:30][CH2:29]1.C1C=CC(P(C2C(C3C(P(C4C=CC=CC=4)C4C=CC=CC=4)=CC=C4C=3C=CC=C4)=C3C(C=CC=C3)=CC=2)C2C=CC=CC=2)=CC=1.C(=O)([O-])[O-].[Cs+].[Cs+]. (5) The reactants are [F:1][C:2]1[C:10]2[CH2:9][CH2:8][CH2:7][CH2:6][C:5]=2[N:4]2[CH2:11][CH2:12][N:13]([C:16]3[N:23]=[CH:22][CH:21]=[C:20]([C:24]4[CH:29]=[C:28]([NH:30][C:31]5[CH:36]=[CH:35][N:34]=[C:33]([CH3:37])[N:32]=5)[C:27](=[O:38])[N:26]([CH3:39])[CH:25]=4)[C:17]=3[CH:18]=[O:19])[C:14](=[O:15])[C:3]=12.[BH4-].[Na+]. The catalyst is CO. The product is [F:1][C:2]1[C:10]2[CH2:9][CH2:8][CH2:7][CH2:6][C:5]=2[N:4]2[CH2:11][CH2:12][N:13]([C:16]3[C:17]([CH2:18][OH:19])=[C:20]([C:24]4[CH:29]=[C:28]([NH:30][C:31]5[CH:36]=[CH:35][N:34]=[C:33]([CH3:37])[N:32]=5)[C:27](=[O:38])[N:26]([CH3:39])[CH:25]=4)[CH:21]=[CH:22][N:23]=3)[C:14](=[O:15])[C:3]=12. The yield is 0.440. (6) The reactants are [CH2:1]([N:8]1[CH2:13][CH2:12][N:11]([C:14]2[CH:19]=[CH:18][CH:17]=[C:16](F)[C:15]=2[C:21](O)=O)[CH2:10][CH2:9]1)[C:2]1[CH:7]=[CH:6][CH:5]=[CH:4][CH:3]=1.[NH2:24][NH2:25]. The catalyst is CS(C)=O.CCOCC. The product is [CH2:1]([N:8]1[CH2:13][CH2:12][N:11]([C:14]2[CH:19]=[CH:18][CH:17]=[C:16]3[C:15]=2[CH:21]=[N:24][NH:25]3)[CH2:10][CH2:9]1)[C:2]1[CH:7]=[CH:6][CH:5]=[CH:4][CH:3]=1. The yield is 0.530. (7) The reactants are [CH3:1][C:2]1[N:6]([CH3:7])[C:5]2[CH:8]=[C:9]([C:22](O)=[O:23])[C:10]3[CH2:11][CH2:12][CH:13]([C:16]4[CH:21]=[CH:20][CH:19]=[CH:18][CH:17]=4)[O:14][C:15]=3[C:4]=2[N:3]=1.F[B-](F)(F)F.[N:30]1(OC(N(C)C)=[N+](C)C)[C:34]2C=CC=CC=2N=N1.CN.O. The catalyst is ClCCl. The product is [CH3:34][NH:30][C:22]([C:9]1[C:10]2[CH2:11][CH2:12][CH:13]([C:16]3[CH:21]=[CH:20][CH:19]=[CH:18][CH:17]=3)[O:14][C:15]=2[C:4]2[N:3]=[C:2]([CH3:1])[N:6]([CH3:7])[C:5]=2[CH:8]=1)=[O:23]. The yield is 0.110.